Dataset: Forward reaction prediction with 1.9M reactions from USPTO patents (1976-2016). Task: Predict the product of the given reaction. (1) Given the reactants Cl.[NH2:2][C:3]1[N:4]=[C:5]2[CH:10]=[CH:9][C:8]([O:11][C:12]3[CH:13]=[CH:14][C:15]([CH3:28])=[C:16]([NH:18][C:19]([C:21]4[N:25]([CH3:26])[N:24]=[C:23]([CH3:27])[CH:22]=4)=[O:20])[CH:17]=3)=[N:7][N:6]2[CH:29]=1.[CH2:30]([N:32]=[C:33]=[O:34])[CH3:31].C(OCC)(=O)C.O1CCCC1.O, predict the reaction product. The product is: [CH2:30]([NH:32][C:33]([NH:2][C:3]1[N:4]=[C:5]2[CH:10]=[CH:9][C:8]([O:11][C:12]3[CH:13]=[CH:14][C:15]([CH3:28])=[C:16]([NH:18][C:19]([C:21]4[N:25]([CH3:26])[N:24]=[C:23]([CH3:27])[CH:22]=4)=[O:20])[CH:17]=3)=[N:7][N:6]2[CH:29]=1)=[O:34])[CH3:31]. (2) Given the reactants [Cl:1][C:2]1[CH:11]=[C:10]2[C:5]([CH2:6][CH2:7][N:8]([C:13]3[CH:14]=[N:15][CH:16]=[CH:17][C:18]=3[CH:19]3[CH2:21][CH2:20]3)[C:9]2=[O:12])=[CH:4][C:3]=1[O:22]C.B(Br)(Br)Br, predict the reaction product. The product is: [Cl:1][C:2]1[CH:11]=[C:10]2[C:5]([CH2:6][CH2:7][N:8]([C:13]3[CH:14]=[N:15][CH:16]=[CH:17][C:18]=3[CH:19]3[CH2:20][CH2:21]3)[C:9]2=[O:12])=[CH:4][C:3]=1[OH:22]. (3) Given the reactants [CH:1]([C@@H:4]1[CH2:10][CH2:9][C@@H:8]([CH3:11])[CH:7]2[CH:5]1[CH:6]2[C:12]([O:14]CC)=[O:13])([CH3:3])[CH3:2].C[C@@]12[C@@H](C(OCC)=O)C1C[C@@H]1[C@@H](C1(C)C)C2, predict the reaction product. The product is: [CH:1]([C@@H:4]1[CH2:10][CH2:9][C@@H:8]([CH3:11])[CH:7]2[CH:5]1[CH:6]2[C:12]([OH:14])=[O:13])([CH3:2])[CH3:3]. (4) Given the reactants O.[OH-].[Li+].[C:4]([C:6]1[CH:7]=[C:8]([N:13]2[C:17]([C:18]3[CH:23]=[C:22]([F:24])[CH:21]=[C:20]([C:25]#[N:26])[CH:19]=3)=[CH:16][C:15]([C:27]([O:29]CC)=[O:28])=[N:14]2)[CH:9]=[CH:10][C:11]=1[F:12])#[N:5].Cl, predict the reaction product. The product is: [C:4]([C:6]1[CH:7]=[C:8]([N:13]2[C:17]([C:18]3[CH:23]=[C:22]([F:24])[CH:21]=[C:20]([C:25]#[N:26])[CH:19]=3)=[CH:16][C:15]([C:27]([OH:29])=[O:28])=[N:14]2)[CH:9]=[CH:10][C:11]=1[F:12])#[N:5]. (5) Given the reactants CC([O:4][CH2:5][C@H:6]1[O:11][C@H:10](Br)[C@H:9]([O:13]C(C)=O)[C@@H:8]([O:17]C(C)=O)[C@@H:7]1[O:21]C(C)=O)=O.[CH3:25][C@@:26]12[C@@:34]([OH:39])([C:35]([CH2:37][OH:38])=[O:36])[CH2:33][CH2:32][C@H:31]1[C@@H:30]1[CH2:40][CH2:41][C:42]3[C@@:48]([CH3:49])([C@H:29]1[C@@H:28]([OH:50])[CH2:27]2)[CH:47]=[CH:46][C:44](=[O:45])[CH:43]=3, predict the reaction product. The product is: [CH3:25][C@@:26]12[C@@:34]([OH:39])([C:35]([CH2:37][O:38][C@@H:10]3[O:11][C@H:6]([CH2:5][OH:4])[C@@H:7]([OH:21])[C@H:8]([OH:17])[C@H:9]3[OH:13])=[O:36])[CH2:33][CH2:32][C@H:31]1[C@@H:30]1[CH2:40][CH2:41][C:42]3[C@@:48]([CH3:49])([C@H:29]1[C@@H:28]([OH:50])[CH2:27]2)[CH:47]=[CH:46][C:44](=[O:45])[CH:43]=3. (6) Given the reactants [H-].[Na+].[CH3:3][C:4]1[CH:5]=[C:6]([OH:12])[CH:7]=[C:8]([CH3:11])[C:9]=1[Br:10].S(O[CH2:24][P:25](=[O:32])([O:29][CH2:30][CH3:31])[O:26][CH2:27][CH3:28])(C1C=CC(C)=CC=1)(=O)=O.O, predict the reaction product. The product is: [CH3:3][C:4]1[CH:5]=[C:6]([CH:7]=[C:8]([CH3:11])[C:9]=1[Br:10])[O:12][CH2:24][P:25](=[O:32])([O:29][CH2:30][CH3:31])[O:26][CH2:27][CH3:28].